Dataset: Forward reaction prediction with 1.9M reactions from USPTO patents (1976-2016). Task: Predict the product of the given reaction. Given the reactants [C:1]([C:5]1[N:9]=[C:8]([C:10]2[CH:15]=[C:14](Cl)[C:13]([CH:17]3[CH2:19][CH2:18]3)=[CH:12][N:11]=2)[O:7][N:6]=1)([CH3:4])([CH3:3])[CH3:2].[F:20][C:21]([F:26])([F:25])[C@H:22]([OH:24])[CH3:23].[H-].[Na+], predict the reaction product. The product is: [C:1]([C:5]1[N:9]=[C:8]([C:10]2[CH:15]=[C:14]([O:24][C@H:22]([CH3:23])[C:21]([F:26])([F:25])[F:20])[C:13]([CH:17]3[CH2:19][CH2:18]3)=[CH:12][N:11]=2)[O:7][N:6]=1)([CH3:4])([CH3:3])[CH3:2].